This data is from Full USPTO retrosynthesis dataset with 1.9M reactions from patents (1976-2016). The task is: Predict the reactants needed to synthesize the given product. (1) Given the product [F:14][C:15]([F:27])([F:28])[O:16][C:17]1[CH:18]=[CH:19][C:20]([CH2:23][C:24]([N:1]2[CH2:5][CH2:4][C@H:3]([NH:6][C:7](=[O:13])[O:8][C:9]([CH3:10])([CH3:12])[CH3:11])[CH2:2]2)=[O:25])=[CH:21][CH:22]=1, predict the reactants needed to synthesize it. The reactants are: [NH:1]1[CH2:5][CH2:4][C@H:3]([NH:6][C:7](=[O:13])[O:8][C:9]([CH3:12])([CH3:11])[CH3:10])[CH2:2]1.[F:14][C:15]([F:28])([F:27])[O:16][C:17]1[CH:22]=[CH:21][C:20]([CH2:23][C:24](O)=[O:25])=[CH:19][CH:18]=1.CCN=C=NCCCN(C)C.Cl. (2) Given the product [CH3:16][C:14]1[N:15]=[C:11]([C:9]2[S:10][C:3]3[C:4](=[N:5][CH:6]=[CH:7][C:2]=3[O:36][C:33]3[CH:32]=[C:31]([C:25]4[CH:30]=[CH:29][CH:28]=[CH:27][CH:26]=4)[NH:35][N:34]=3)[CH:8]=2)[S:12][C:13]=1[C:17]([N:19]1[CH2:24][CH2:23][O:22][CH2:21][CH2:20]1)=[O:18], predict the reactants needed to synthesize it. The reactants are: Cl[C:2]1[CH:7]=[CH:6][N:5]=[C:4]2[CH:8]=[C:9]([C:11]3[S:12][C:13]([C:17]([N:19]4[CH2:24][CH2:23][O:22][CH2:21][CH2:20]4)=[O:18])=[C:14]([CH3:16])[N:15]=3)[S:10][C:3]=12.[C:25]1([C:31]2[NH:35][NH:34][C:33](=[O:36])[CH:32]=2)[CH:30]=[CH:29][CH:28]=[CH:27][CH:26]=1.